From a dataset of Reaction yield outcomes from USPTO patents with 853,638 reactions. Predict the reaction yield, written as a fraction of the theoretical maximum amount of product (1.0 means a 100% yield; for example, 0.34 means a 34% yield). (1) The yield is 0.560. The catalyst is C(O)(=O)C. The product is [CH2:1]([N:3]1[C:4]2[CH:8]=[C:7]([C:9]3[CH:14]=[CH:13][N:12]=[CH:11][CH:10]=3)[S:6][C:5]=2[C:15](=[O:16])[NH:17][C:18]21[CH2:23][CH2:22][CH2:21][CH2:20][CH2:19]2)[CH3:2]. The reactants are [CH2:1]([NH:3][C:4]1[CH:8]=[C:7]([C:9]2[CH:14]=[CH:13][N:12]=[CH:11][CH:10]=2)[S:6][C:5]=1[C:15]([NH2:17])=[O:16])[CH3:2].[C:18]1(=O)[CH2:23][CH2:22][CH2:21][CH2:20][CH2:19]1.O.C1(C)C=CC(S(O)(=O)=O)=CC=1.C(=O)([O-])O.[Na+]. (2) The reactants are CO[C:3](=[O:13])[C:4]1[C:9]([I:10])=[CH:8][CH:7]=[CH:6][C:5]=1[CH2:11]Br.[F:14][C:15]1[CH:31]=[CH:30][C:18]([O:19][C:20]2[CH:25]=[CH:24][C:23]([CH2:26][CH2:27][CH2:28][NH2:29])=[CH:22][CH:21]=2)=[CH:17][CH:16]=1.C([O-])([O-])=O.[K+].[K+].C(OCC)(=O)C. The catalyst is C1(C)C=CC=CC=1.CCCCCC. The product is [F:14][C:15]1[CH:31]=[CH:30][C:18]([O:19][C:20]2[CH:25]=[CH:24][C:23]([CH2:26][CH2:27][CH2:28][N:29]3[CH2:11][C:5]4[C:4](=[C:9]([I:10])[CH:8]=[CH:7][CH:6]=4)[C:3]3=[O:13])=[CH:22][CH:21]=2)=[CH:17][CH:16]=1. The yield is 0.250. (3) The reactants are [NH2:1][C:2]1[N:7]([CH2:8][CH:9]([O:11][CH2:12][CH3:13])[CH3:10])[C:6](=[S:14])[NH:5][C:4](=[O:15])[CH:3]=1.[N:16]([O-])=[O:17].[Na+]. The catalyst is C(O)(=O)C. The product is [NH2:1][C:2]1[N:7]([CH2:8][CH:9]([O:11][CH2:12][CH3:13])[CH3:10])[C:6](=[S:14])[NH:5][C:4](=[O:15])[C:3]=1[N:16]=[O:17]. The yield is 0.700. (4) The reactants are [CH3:1][Mg]Cl.[C:4]([C:7]1[CH:12]=[CH:11][C:10]([NH:13][C:14](=[O:16])[CH3:15])=[CH:9][C:8]=1[O:17][CH3:18])(=[O:6])[CH3:5]. The catalyst is C1COCC1. The product is [OH:6][C:4]([C:7]1[CH:12]=[CH:11][C:10]([NH:13][C:14](=[O:16])[CH3:15])=[CH:9][C:8]=1[O:17][CH3:18])([CH3:1])[CH3:5]. The yield is 1.00.